This data is from Full USPTO retrosynthesis dataset with 1.9M reactions from patents (1976-2016). The task is: Predict the reactants needed to synthesize the given product. (1) Given the product [CH3:28][O:27][C:24]1[CH:25]=[C:26]2[C:21](=[CH:22][C:23]=1[O:29][CH3:30])[N:20]=[CH:19][N:18]=[C:17]2[N:1]1[CH2:2][CH2:3][CH:4]([CH2:7][NH2:8])[CH2:5][CH2:6]1, predict the reactants needed to synthesize it. The reactants are: [NH:1]1[CH2:6][CH2:5][CH:4]([CH2:7][NH:8]C(=O)OC(C)(C)C)[CH2:3][CH2:2]1.Cl[C:17]1[C:26]2[C:21](=[CH:22][C:23]([O:29][CH3:30])=[C:24]([O:27][CH3:28])[CH:25]=2)[N:20]=[CH:19][N:18]=1.C(O)(C(F)(F)F)=O.C(Cl)Cl. (2) Given the product [Br:1][C:2]1[N:6]([CH2:7][C:8]2[CH:17]=[CH:16][C:11]([C:12]([OH:14])=[O:13])=[CH:10][CH:9]=2)[N:5]=[CH:4][CH:3]=1, predict the reactants needed to synthesize it. The reactants are: [Br:1][C:2]1[N:6]([CH2:7][C:8]2[CH:17]=[CH:16][C:11]([C:12]([O:14]C)=[O:13])=[CH:10][CH:9]=2)[N:5]=[CH:4][CH:3]=1.[OH-].[Na+].CO. (3) Given the product [CH3:44][O:45][C:11]([C@@H:6]1[C@@H:5]2[CH2:1][C@@H:2]([CH:3]=[CH:4]2)[C@@H:7]1[C:8]([OH:10])=[O:9])=[O:12], predict the reactants needed to synthesize it. The reactants are: [CH2:1]1[C@@H:5]2[C@@H:6]3[C:11](=[O:12])[O:10][C:8](=[O:9])[C@@H:7]3[C@H:2]1[CH:3]=[CH:4]2.C1(C)C=CC=CC=1.COC1C=CC2N=CC=C([C@@H](O)[C@H]3N4C[C@H](C=C)[C@@H](CC4)C3)C=2C=1.[CH3:44][OH:45]. (4) The reactants are: [F:1][C:2]1[CH:3]=[C:4]([CH2:9][C:10]([NH2:12])=[O:11])[CH:5]=[CH:6][C:7]=1[F:8].[CH3:13][C:14]([CH3:18])([CH3:17])[CH:15]=O.[NH:19]1[C:23]2[CH:24]=[CH:25][CH:26]=[CH:27][C:22]=2[N:21]=[N:20]1.C1(C)C=CC(S(O)(=O)=O)=CC=1. Given the product [N:19]1([CH:15]([NH:12][C:10](=[O:11])[CH2:9][C:4]2[CH:5]=[CH:6][C:7]([F:8])=[C:2]([F:1])[CH:3]=2)[C:14]([CH3:18])([CH3:17])[CH3:13])[C:23]2[CH:24]=[CH:25][CH:26]=[CH:27][C:22]=2[N:21]=[N:20]1, predict the reactants needed to synthesize it. (5) Given the product [CH3:45][O:46][C:2]1[CH:7]=[C:6]([CH2:8][O:9][CH2:10][C:11]2[N:20]=[CH:19][CH:18]=[C:17]3[C:12]=2[CH:13]=[C:14]([C:39]2[CH:40]=[CH:41][CH:42]=[CH:43][CH:44]=2)[C:15]([C:21]2[CH:22]=[CH:23][C:24]([C:27]4([NH2:31])[CH2:28][CH2:29][CH2:30]4)=[CH:25][CH:26]=2)=[N:16]3)[CH:5]=[CH:4][N:3]=1, predict the reactants needed to synthesize it. The reactants are: F[C:2]1[CH:7]=[C:6]([CH2:8][O:9][CH2:10][C:11]2[N:20]=[CH:19][CH:18]=[C:17]3[C:12]=2[CH:13]=[C:14]([C:39]2[CH:44]=[CH:43][CH:42]=[CH:41][CH:40]=2)[C:15]([C:21]2[CH:26]=[CH:25][C:24]([C:27]4([NH:31]C(=O)OC(C)(C)C)[CH2:30][CH2:29][CH2:28]4)=[CH:23][CH:22]=2)=[N:16]3)[CH:5]=[CH:4][N:3]=1.[CH3:45][O-:46].[Na+]. (6) Given the product [C:1]([O:5][C:6]([NH:8][C@H:9]([C:13]([NH:32][CH2:28][CH:29]([CH3:31])[CH3:30])=[O:15])[CH:10]([CH3:11])[CH3:12])=[O:7])([CH3:2])([CH3:3])[CH3:4], predict the reactants needed to synthesize it. The reactants are: [C:1]([O:5][C:6]([NH:8][C@H:9]([C:13]([OH:15])=O)[CH:10]([CH3:12])[CH3:11])=[O:7])([CH3:4])([CH3:3])[CH3:2].C(N1C=CN=C1)(N1C=CN=C1)=O.[CH2:28]([NH2:32])[CH:29]([CH3:31])[CH3:30].